Dataset: NCI-60 drug combinations with 297,098 pairs across 59 cell lines. Task: Regression. Given two drug SMILES strings and cell line genomic features, predict the synergy score measuring deviation from expected non-interaction effect. (1) Synergy scores: CSS=21.1, Synergy_ZIP=-0.762, Synergy_Bliss=2.74, Synergy_Loewe=2.04, Synergy_HSA=2.16. Drug 2: COCCOC1=C(C=C2C(=C1)C(=NC=N2)NC3=CC=CC(=C3)C#C)OCCOC.Cl. Drug 1: CC1=C2C(C(=O)C3(C(CC4C(C3C(C(C2(C)C)(CC1OC(=O)C(C(C5=CC=CC=C5)NC(=O)OC(C)(C)C)O)O)OC(=O)C6=CC=CC=C6)(CO4)OC(=O)C)O)C)O. Cell line: PC-3. (2) Drug 1: C1CC(=O)NC(=O)C1N2CC3=C(C2=O)C=CC=C3N. Drug 2: CC=C1C(=O)NC(C(=O)OC2CC(=O)NC(C(=O)NC(CSSCCC=C2)C(=O)N1)C(C)C)C(C)C. Cell line: SW-620. Synergy scores: CSS=17.1, Synergy_ZIP=7.43, Synergy_Bliss=0.311, Synergy_Loewe=-35.2, Synergy_HSA=0.471. (3) Drug 1: C1CC(=O)NC(=O)C1N2CC3=C(C2=O)C=CC=C3N. Drug 2: C1=NC2=C(N1)C(=S)N=CN2. Cell line: SF-268. Synergy scores: CSS=4.77, Synergy_ZIP=-9.92, Synergy_Bliss=-16.2, Synergy_Loewe=-34.7, Synergy_HSA=-15.3. (4) Drug 1: C1C(C(OC1N2C=NC3=C(N=C(N=C32)Cl)N)CO)O. Drug 2: C1=CN(C=N1)CC(O)(P(=O)(O)O)P(=O)(O)O. Cell line: BT-549. Synergy scores: CSS=44.4, Synergy_ZIP=-0.818, Synergy_Bliss=-2.77, Synergy_Loewe=-18.4, Synergy_HSA=-2.98. (5) Drug 1: CC1=C(C=C(C=C1)C(=O)NC2=CC(=CC(=C2)C(F)(F)F)N3C=C(N=C3)C)NC4=NC=CC(=N4)C5=CN=CC=C5. Drug 2: C1=CC=C(C=C1)NC(=O)CCCCCCC(=O)NO. Cell line: HCC-2998. Synergy scores: CSS=4.72, Synergy_ZIP=-1.65, Synergy_Bliss=-3.24, Synergy_Loewe=-12.5, Synergy_HSA=-8.25. (6) Drug 1: CNC(=O)C1=CC=CC=C1SC2=CC3=C(C=C2)C(=NN3)C=CC4=CC=CC=N4. Drug 2: CC12CCC(CC1=CCC3C2CCC4(C3CC=C4C5=CN=CC=C5)C)O. Cell line: SNB-19. Synergy scores: CSS=4.04, Synergy_ZIP=-1.18, Synergy_Bliss=-1.25, Synergy_Loewe=-1.69, Synergy_HSA=-1.09.